Dataset: Catalyst prediction with 721,799 reactions and 888 catalyst types from USPTO. Task: Predict which catalyst facilitates the given reaction. (1) Reactant: [NH2:1][CH2:2][C:3]1[N:12]=[C:11]([N:13]([C:15]2[CH:20]=[CH:19][C:18]([O:21][CH3:22])=[CH:17][CH:16]=2)[CH3:14])[C:10]2[C:5](=[CH:6][CH:7]=[CH:8][CH:9]=2)[N:4]=1.[C:23]1(=[O:29])[O:28][C:26](=[O:27])[CH2:25][CH2:24]1. Product: [CH3:22][O:21][C:18]1[CH:17]=[CH:16][C:15]([N:13]([CH3:14])[C:11]2[C:10]3[C:5](=[CH:6][CH:7]=[CH:8][CH:9]=3)[N:4]=[C:3]([CH2:2][NH:1][C:23](=[O:29])[CH2:24][CH2:25][C:26]([OH:28])=[O:27])[N:12]=2)=[CH:20][CH:19]=1. The catalyst class is: 2. (2) Reactant: C1(C(C2C=CC=CC=2)=[N:8][C:9]2[CH:14]=[C:13]([N:15]([CH2:19][CH2:20][CH3:21])[CH2:16][CH2:17][CH3:18])[CH:12]=[CH:11][N:10]=2)C=CC=CC=1.C([O-])(=O)C.[Na+].Cl.NO. Product: [CH2:19]([N:15]([CH2:16][CH2:17][CH3:18])[C:13]1[CH:12]=[CH:11][N:10]=[C:9]([NH2:8])[CH:14]=1)[CH2:20][CH3:21]. The catalyst class is: 5. (3) Reactant: [C:1](OC(=O)C)(=[O:3])[CH3:2].[CH2:8]([O:15][C:16]1[CH:40]=[CH:39][C:38]([O:41][CH2:42][CH2:43][N:44]2[CH2:49][CH2:48][NH:47][CH2:46][CH2:45]2)=[CH:37][C:17]=1[C:18]([NH:20][C:21]1[CH:30]=[C:29]([C:31]2[CH:36]=[CH:35][CH:34]=[CH:33][CH:32]=2)[CH:28]=[CH:27][C:22]=1[C:23]([O:25][CH3:26])=[O:24])=[O:19])[C:9]1[CH:14]=[CH:13][CH:12]=[CH:11][CH:10]=1. Product: [C:1]([N:47]1[CH2:48][CH2:49][N:44]([CH2:43][CH2:42][O:41][C:38]2[CH:39]=[CH:40][C:16]([O:15][CH2:8][C:9]3[CH:10]=[CH:11][CH:12]=[CH:13][CH:14]=3)=[C:17]([CH:37]=2)[C:18]([NH:20][C:21]2[CH:30]=[C:29]([C:31]3[CH:36]=[CH:35][CH:34]=[CH:33][CH:32]=3)[CH:28]=[CH:27][C:22]=2[C:23]([O:25][CH3:26])=[O:24])=[O:19])[CH2:45][CH2:46]1)(=[O:3])[CH3:2]. The catalyst class is: 202. (4) Reactant: [CH3:1][S:2][CH2:3][CH2:4][N:5]1[CH2:10][CH2:9][N:8]([C:11]2[CH:16]=[CH:15][CH:14]=[CH:13][C:12]=2[CH:17]2[CH2:22][C:21]([CH3:24])([CH3:23])[CH2:20][C:19]([CH3:26])([CH3:25])[CH2:18]2)[CH2:7][CH2:6]1.[ClH:27].C(OCC)(=O)C. Product: [ClH:27].[CH3:1][S:2][CH2:3][CH2:4][N:5]1[CH2:10][CH2:9][N:8]([C:11]2[CH:16]=[CH:15][CH:14]=[CH:13][C:12]=2[CH:17]2[CH2:22][C:21]([CH3:24])([CH3:23])[CH2:20][C:19]([CH3:26])([CH3:25])[CH2:18]2)[CH2:7][CH2:6]1. The catalyst class is: 4.